This data is from Full USPTO retrosynthesis dataset with 1.9M reactions from patents (1976-2016). The task is: Predict the reactants needed to synthesize the given product. (1) The reactants are: [Cl:1][C:2]1[CH:7]=[CH:6][CH:5]=[CH:4][C:3]=1[CH2:8][C:9]([NH:11][NH2:12])=O.[CH3:13][C:14]1[CH:19]=[CH:18][CH:17]=[CH:16][C:15]=1[N:20]=[C:21]=[S:22]. Given the product [Cl:1][C:2]1[CH:7]=[CH:6][CH:5]=[CH:4][C:3]=1[CH2:8][C:9]1[N:20]([C:15]2[CH:16]=[CH:17][CH:18]=[CH:19][C:14]=2[CH3:13])[C:21](=[S:22])[NH:12][N:11]=1, predict the reactants needed to synthesize it. (2) Given the product [C:1]([CH2:3][NH:4][C:5](=[O:35])[C@@H:6]([O:11][C@@H:12]([C:19]1[CH:24]=[CH:23][C:22]([CH:25]2[CH2:30][CH2:29][N+:28]([CH2:31][CH2:32][O:33][CH3:34])([O-:40])[CH2:27][CH2:26]2)=[CH:21][CH:20]=1)[C:13]1[CH:18]=[CH:17][CH:16]=[CH:15][CH:14]=1)[CH2:7][CH:8]([CH3:10])[CH3:9])#[N:2], predict the reactants needed to synthesize it. The reactants are: [C:1]([CH2:3][NH:4][C:5](=[O:35])[C@@H:6]([O:11][C@@H:12]([C:19]1[CH:24]=[CH:23][C:22]([CH:25]2[CH2:30][CH2:29][N:28]([CH2:31][CH2:32][O:33][CH3:34])[CH2:27][CH2:26]2)=[CH:21][CH:20]=1)[C:13]1[CH:18]=[CH:17][CH:16]=[CH:15][CH:14]=1)[CH2:7][CH:8]([CH3:10])[CH3:9])#[N:2].CO.CC(C)=[O:40]. (3) The reactants are: [F:1][C@H:2]1[C@@H:7]([O:8]S(C)(=O)=O)[CH2:6][CH2:5][N:4](C(OC(C)(C)C)=O)[CH2:3]1.[CH2:20]([C:22]1[CH:27]=[CH:26][N:25]2[C:28]([C:31]3[CH:40]=[CH:39][C:38]4[C:33](=[C:34](O)[CH:35]=[CH:36][CH:37]=4)[N:32]=3)=[CH:29][N:30]=[C:24]2[CH:23]=1)[CH3:21]. Given the product [CH2:20]([C:22]1[CH:27]=[CH:26][N:25]2[C:28]([C:31]3[CH:40]=[CH:39][C:38]4[C:33](=[C:34]([O:8][C@@H:7]5[CH2:6][CH2:5][NH:4][CH2:3][C@H:2]5[F:1])[CH:35]=[CH:36][CH:37]=4)[N:32]=3)=[CH:29][N:30]=[C:24]2[CH:23]=1)[CH3:21], predict the reactants needed to synthesize it. (4) Given the product [CH3:1][O:2][C:3](=[O:14])[C:4]1[CH:9]=[CH:8][CH:7]=[C:6]([NH2:10])[C:5]=1[OH:13], predict the reactants needed to synthesize it. The reactants are: [CH3:1][O:2][C:3](=[O:14])[C:4]1[CH:9]=[CH:8][CH:7]=[C:6]([N+:10]([O-])=O)[C:5]=1[OH:13].[H][H]. (5) Given the product [Cl:1][C:2]1[CH:3]=[CH:4][C:5]2[S:9][C:8](=[O:10])[N:7]([CH2:13][C:14]3[CH:19]=[CH:18][CH:17]=[C:16]([C:20]4[N:24]=[C:23]([CH3:25])[O:22][N:21]=4)[CH:15]=3)[C:6]=2[CH:11]=1, predict the reactants needed to synthesize it. The reactants are: [Cl:1][C:2]1[CH:3]=[CH:4][C:5]2[S:9][C:8](=[O:10])[NH:7][C:6]=2[CH:11]=1.Br[CH2:13][C:14]1[CH:15]=[C:16]([C:20]2[N:24]=[C:23]([CH3:25])[O:22][N:21]=2)[CH:17]=[CH:18][CH:19]=1.C(=O)([O-])[O-].[K+].[K+].O. (6) The reactants are: [NH:1]([C:3]1[N:4]=[C:5]2[CH:11]=[CH:10][N:9]([S:12]([C:15]3[CH:21]=[CH:20][C:18]([CH3:19])=[CH:17][CH:16]=3)(=[O:14])=[O:13])[C:6]2=[N:7][CH:8]=1)[NH2:2].[C:22]([O:26][C:27]([NH:29][C:30]12[CH2:37][CH2:36][C:33]([C:38](O)=[O:39])([CH2:34][CH2:35]1)[CH2:32][CH2:31]2)=[O:28])([CH3:25])([CH3:24])[CH3:23]. Given the product [S:12]([N:9]1[C:6]2=[N:7][CH:8]=[C:3]([NH:1][NH:2][C:38]([C:33]34[CH2:34][CH2:35][C:30]([NH:29][C:27](=[O:28])[O:26][C:22]([CH3:24])([CH3:23])[CH3:25])([CH2:31][CH2:32]3)[CH2:37][CH2:36]4)=[O:39])[N:4]=[C:5]2[CH:11]=[CH:10]1)([C:15]1[CH:21]=[CH:20][C:18]([CH3:19])=[CH:17][CH:16]=1)(=[O:13])=[O:14], predict the reactants needed to synthesize it. (7) The reactants are: [F:1][C:2]([F:14])([F:13])[C:3]1[CH:4]=[C:5]2[C:10](=[CH:11][CH:12]=1)[CH2:9][NH:8][CH2:7][CH2:6]2.[CH3:15][S:16]([C:19]1[CH:20]=[CH:21][C:22]([O:28][C@@H:29]([CH3:34])[C:30]([F:33])([F:32])[F:31])=[C:23]([CH:27]=1)[C:24](O)=[O:25])(=[O:18])=[O:17]. Given the product [CH3:15][S:16]([C:19]1[CH:20]=[CH:21][C:22]([O:28][C@@H:29]([CH3:34])[C:30]([F:31])([F:32])[F:33])=[C:23]([C:24]([N:8]2[CH2:7][CH2:6][C:5]3[C:10](=[CH:11][CH:12]=[C:3]([C:2]([F:1])([F:13])[F:14])[CH:4]=3)[CH2:9]2)=[O:25])[CH:27]=1)(=[O:18])=[O:17], predict the reactants needed to synthesize it.